Dataset: Peptide-MHC class II binding affinity with 134,281 pairs from IEDB. Task: Regression. Given a peptide amino acid sequence and an MHC pseudo amino acid sequence, predict their binding affinity value. This is MHC class II binding data. (1) The peptide sequence is IIVGRGDSRLTYQWH. The MHC is DRB3_0202 with pseudo-sequence DRB3_0202. The binding affinity (normalized) is 0. (2) The peptide sequence is QECVRGTTVLLKEPC. The MHC is DRB1_0101 with pseudo-sequence DRB1_0101. The binding affinity (normalized) is 0.653. (3) The peptide sequence is PVKIDNASPASTVHA. The MHC is DRB1_0701 with pseudo-sequence DRB1_0701. The binding affinity (normalized) is 0.623. (4) The binding affinity (normalized) is 0.117. The peptide sequence is LYKYKVVKIEPLGVAPTKAK. The MHC is HLA-DQA10201-DQB10202 with pseudo-sequence HLA-DQA10201-DQB10202. (5) The peptide sequence is NKICTSKGDSARVTV. The MHC is HLA-DPA10201-DPB10501 with pseudo-sequence HLA-DPA10201-DPB10501. The binding affinity (normalized) is 0.0169. (6) The peptide sequence is YLVGSNMTQRVVIALKK. The MHC is DRB1_0901 with pseudo-sequence DRB1_0901. The binding affinity (normalized) is 0.478. (7) The peptide sequence is NFRFMSKGGMRNVFDEVIPT. The MHC is HLA-DPA10103-DPB10401 with pseudo-sequence HLA-DPA10103-DPB10401. The binding affinity (normalized) is 0.334. (8) The peptide sequence is LTYQWHKEGSSIGKL. The MHC is DRB1_0901 with pseudo-sequence DRB1_0901. The binding affinity (normalized) is 0.537. (9) The peptide sequence is KKPDKPSLDISLETVAID. The MHC is DRB4_0103 with pseudo-sequence DRB4_0103. The binding affinity (normalized) is 0.475.